Dataset: Forward reaction prediction with 1.9M reactions from USPTO patents (1976-2016). Task: Predict the product of the given reaction. (1) The product is: [C:35]([C:10]1[C:9]([C:8]([F:44])([F:7])[F:45])=[CH:14][N:13]=[C:12]([NH:15][C:16]2[CH:17]=[CH:18][C:19]([CH:22]3[CH2:27][CH2:26][N:25]([C:28]([O:30][C:31]([CH3:34])([CH3:33])[CH3:32])=[O:29])[CH2:24][CH2:23]3)=[CH:20][CH:21]=2)[N:11]=1)#[CH:36]. Given the reactants C([O-])([O-])=O.[K+].[K+].[F:7][C:8]([F:45])([F:44])[C:9]1[C:10]([C:35]#[C:36][Si](CC)(CC)CC)=[N:11][C:12]([NH:15][C:16]2[CH:21]=[CH:20][C:19]([CH:22]3[CH2:27][CH2:26][N:25]([C:28]([O:30][C:31]([CH3:34])([CH3:33])[CH3:32])=[O:29])[CH2:24][CH2:23]3)=[CH:18][CH:17]=2)=[N:13][CH:14]=1, predict the reaction product. (2) Given the reactants C(O)C.O.NN.[CH2:7]([N:9]1[C:15](=[O:16])[CH2:14][CH2:13][C:12]([CH3:18])([CH3:17])[C:11]2[CH:19]=[C:20]([N+:23]([O-])=O)[CH:21]=[CH:22][C:10]1=2)[CH3:8], predict the reaction product. The product is: [NH2:23][C:20]1[CH:21]=[CH:22][C:10]2[N:9]([CH2:7][CH3:8])[C:15](=[O:16])[CH2:14][CH2:13][C:12]([CH3:17])([CH3:18])[C:11]=2[CH:19]=1. (3) Given the reactants [OH:1][C:2]1[C:11]2[C:6](=[CH:7][CH:8]=[CH:9][CH:10]=2)[N:5]=[CH:4][CH:3]=1.[N+:12]([O-])([OH:14])=[O:13], predict the reaction product. The product is: [N+:12]([C:3]1[CH:4]=[N:5][C:6]2[C:11]([C:2]=1[OH:1])=[CH:10][CH:9]=[CH:8][CH:7]=2)([O-:14])=[O:13].